Dataset: Reaction yield outcomes from USPTO patents with 853,638 reactions. Task: Predict the reaction yield, written as a fraction of the theoretical maximum amount of product (1.0 means a 100% yield; for example, 0.34 means a 34% yield). (1) The reactants are C(O[C:4](=O)[C:5](=[CH:11][NH:12][C:13]1[CH:18]=[CH:17][C:16]([Br:19])=[CH:15][CH:14]=1)[C:6]([O:8][CH2:9][CH3:10])=[O:7])C.O=P(Cl)(Cl)[Cl:23]. No catalyst specified. The product is [CH2:9]([O:8][C:6]([C:5]1[CH:11]=[N:12][C:13]2[C:14]([C:4]=1[Cl:23])=[CH:15][C:16]([Br:19])=[CH:17][CH:18]=2)=[O:7])[CH3:10]. The yield is 0.500. (2) No catalyst specified. The reactants are [NH2:1][C:2]1[CH:7]=[CH:6][N:5]=[CH:4][C:3]=1[CH:8]=O.Cl[CH2:11][C:12](=O)[CH3:13].[OH-:15].[Na+].Cl. The product is [CH3:13][C:12]1[C:11]([OH:15])=[CH:8][C:3]2[C:2](=[CH:7][CH:6]=[N:5][CH:4]=2)[N:1]=1. The yield is 0.460. (3) The reactants are [CH:1]1([CH2:4][CH2:5][NH2:6])[CH2:3][CH2:2]1.C1N=CN([C:12](N2C=NC=C2)=[O:13])C=1.[CH2:19]([C@H:21]1[CH2:25][NH:24][CH2:23][C@H:22]1[C:26]1[N:30]2[C:31]3[CH:37]=[CH:36][N:35]([S:38]([C:41]4[CH:47]=[CH:46][C:44]([CH3:45])=[CH:43][CH:42]=4)(=[O:40])=[O:39])[C:32]=3[N:33]=[CH:34][C:29]2=[N:28][N:27]=1)[CH3:20]. The catalyst is CN(C=O)C. The product is [CH:1]1([CH2:4][CH2:5][NH:6][C:12]([N:24]2[CH2:23][C@H:22]([C:26]3[N:30]4[C:31]5[CH:37]=[CH:36][N:35]([S:38]([C:41]6[CH:42]=[CH:43][C:44]([CH3:45])=[CH:46][CH:47]=6)(=[O:40])=[O:39])[C:32]=5[N:33]=[CH:34][C:29]4=[N:28][N:27]=3)[C@H:21]([CH2:19][CH3:20])[CH2:25]2)=[O:13])[CH2:3][CH2:2]1. The yield is 0.640. (4) The reactants are [NH:1]([C:3]([S:5][CH3:6])=[NH:4])[NH2:2].O.[C:8]1([C:14]([CH:16]=O)=O)[CH:13]=[CH:12][CH:11]=[CH:10][CH:9]=1. No catalyst specified. The product is [CH3:6][S:5][C:3]1[N:1]=[N:2][CH:16]=[C:14]([C:8]2[CH:13]=[CH:12][CH:11]=[CH:10][CH:9]=2)[N:4]=1. The yield is 0.730. (5) The reactants are [C:1]1([CH2:7][C:8]([N:10]2[CH2:15][CH2:14][CH:13]([CH2:16][N:17]3[C:25]4[C:20](=[CH:21][C:22]([C:26]5[CH:27]=[N:28][N:29](C6CCCCO6)[CH:30]=5)=[CH:23][CH:24]=4)[CH:19]=[N:18]3)[CH2:12][CH2:11]2)=[O:9])[CH:6]=[CH:5][CH:4]=[CH:3][CH:2]=1.C1(C)C=CC(S(O)(=O)=O)=CC=1.C(OCC)(=O)C. The catalyst is CO. The product is [NH:28]1[CH:27]=[C:26]([C:22]2[CH:21]=[C:20]3[C:25](=[CH:24][CH:23]=2)[N:17]([CH2:16][CH:13]2[CH2:14][CH2:15][N:10]([C:8](=[O:9])[CH2:7][C:1]4[CH:2]=[CH:3][CH:4]=[CH:5][CH:6]=4)[CH2:11][CH2:12]2)[N:18]=[CH:19]3)[CH:30]=[N:29]1. The yield is 0.780. (6) The reactants are [C:1]([O:5][C:6]([N:8]1[CH2:13][CH2:12][CH:11]([C:14]2[CH:19]=[CH:18][C:17]([O:20][CH2:21][CH2:22][CH2:23][O:24][CH2:25][C:26]3[CH:31]=[CH:30][CH:29]=[CH:28][C:27]=3[O:32][CH3:33])=[CH:16][CH:15]=2)[CH:10]([NH2:34])[CH2:9]1)=[O:7])([CH3:4])([CH3:3])[CH3:2].[N:35]1[C:44]2[C:39](=[CH:40][CH:41]=[C:42]([C:45](O)=[O:46])[CH:43]=2)[CH:38]=[CH:37][CH:36]=1.CN(C(ON1N=NC2C=CC=CC1=2)=[N+](C)C)C.F[P-](F)(F)(F)(F)F.C1C=CC2N(O)N=NC=2C=1.C(N(C(C)C)CC)(C)C. The catalyst is CN(C=O)C.C(OCC)(=O)C.O. The product is [C:1]([O:5][C:6]([N:8]1[CH2:13][CH2:12][CH:11]([C:14]2[CH:19]=[CH:18][C:17]([O:20][CH2:21][CH2:22][CH2:23][O:24][CH2:25][C:26]3[CH:31]=[CH:30][CH:29]=[CH:28][C:27]=3[O:32][CH3:33])=[CH:16][CH:15]=2)[CH:10]([NH:34][C:45]([C:42]2[CH:43]=[C:44]3[C:39]([CH:38]=[CH:37][CH:36]=[N:35]3)=[CH:40][CH:41]=2)=[O:46])[CH2:9]1)=[O:7])([CH3:3])([CH3:4])[CH3:2]. The yield is 0.750. (7) The reactants are [OH:1][C:2]1[CH:7]=[CH:6][C:5]([CH2:8][C@@H:9]([NH:27]C(=O)OC(C)(C)C)[C:10](=[O:26])[NH:11][C:12]2[CH:13]=[C:14]3[C:24](=[O:25])[NH:23][N:22]=[CH:21][C:16]4=[CH:17][NH:18][C:19]([CH:20]=2)=[C:15]34)=[CH:4][CH:3]=1.[ClH:35]. The catalyst is O1CCOCC1. The product is [ClH:35].[NH2:27][C@H:9]([CH2:8][C:5]1[CH:6]=[CH:7][C:2]([OH:1])=[CH:3][CH:4]=1)[C:10]([NH:11][C:12]1[CH:13]=[C:14]2[C:24](=[O:25])[NH:23][N:22]=[CH:21][C:16]3=[CH:17][NH:18][C:19]([CH:20]=1)=[C:15]23)=[O:26]. The yield is 0.720. (8) The yield is 0.890. The reactants are [F:1][C:2]1[CH:7]=[CH:6][C:5]([C:8]2[S:9][CH:10]=[C:11]([C:13]3[CH:18]=[CH:17][C:16]([C:19]#[C:20][CH2:21][N:22]([CH3:24])[CH3:23])=[CH:15][CH:14]=3)[N:12]=2)=[CH:4][CH:3]=1. The product is [F:1][C:2]1[CH:3]=[CH:4][C:5]([C:8]2[S:9][CH:10]=[C:11]([C:13]3[CH:18]=[CH:17][C:16]([CH2:19][CH2:20][CH2:21][N:22]([CH3:24])[CH3:23])=[CH:15][CH:14]=3)[N:12]=2)=[CH:6][CH:7]=1. The catalyst is [Pd].CCO. (9) The reactants are [NH2:1][CH2:2][CH2:3][C:4]1[N:8]=[CH:7][NH:6][CH:5]=1.[CH3:9][C:10]([CH3:12])=O. The catalyst is CC(O)=O. The product is [CH3:9][C:10]1([CH3:12])[C:5]2[N:6]=[CH:7][NH:8][C:4]=2[CH2:3][CH2:2][NH:1]1. The yield is 0.800. (10) The reactants are [NH2:1][CH2:2][CH2:3][CH2:4][CH2:5][C:6]([O:8]C)=[O:7].CCN(CC)CC.[C:17]1([S:23](Cl)(=[O:25])=[O:24])[CH:22]=[CH:21][CH:20]=[CH:19][CH:18]=1.[NH4+].[Cl-].[Li+].[OH-].Cl. The catalyst is C1COCC1.O.C(Cl)Cl. The product is [C:17]1([S:23]([NH:1][CH2:2][CH2:3][CH2:4][CH2:5][C:6]([OH:8])=[O:7])(=[O:25])=[O:24])[CH:22]=[CH:21][CH:20]=[CH:19][CH:18]=1. The yield is 0.480.